Task: Predict the reaction yield, written as a fraction of the theoretical maximum amount of product (1.0 means a 100% yield; for example, 0.34 means a 34% yield).. Dataset: Reaction yield outcomes from USPTO patents with 853,638 reactions (1) The reactants are FC(F)(F)C(O)=O.[Cl:8][C:9]1[C:10]([F:40])=[C:11]([CH:15]2[C:19]([C:22]3[CH:27]=[CH:26][C:25]([Cl:28])=[CH:24][C:23]=3[F:29])([C:20]#[N:21])[CH:18]([CH2:30][C:31]([CH3:36])([CH3:35])[CH:32]([CH3:34])[CH3:33])[NH:17][CH:16]2[C:37]([OH:39])=O)[CH:12]=[CH:13][CH:14]=1.CC1(C)[O:46][C@@H:45]([CH2:47][CH2:48][NH2:49])[CH2:44][O:43]1.CN(C(ON1N=NC2C=CC=NC1=2)=[N+](C)C)C.F[P-](F)(F)(F)(F)F.CCN(C(C)C)C(C)C.Cl. The catalyst is C(Cl)Cl.O1CCCC1. The product is [OH:46][C@H:45]([CH2:44][OH:43])[CH2:47][CH2:48][NH:49][C:37]([CH:16]1[CH:15]([C:11]2[CH:12]=[CH:13][CH:14]=[C:9]([Cl:8])[C:10]=2[F:40])[C:19]([C:22]2[CH:27]=[CH:26][C:25]([Cl:28])=[CH:24][C:23]=2[F:29])([C:20]#[N:21])[CH:18]([CH2:30][C:31]([CH3:35])([CH3:36])[CH:32]([CH3:34])[CH3:33])[NH:17]1)=[O:39]. The yield is 0.620. (2) The reactants are [NH:1]1[CH:5]=[C:4]([C:6]2[C:7]([C:15]3[CH:20]=[CH:19][CH:18]=[CH:17][CH:16]=3)=[N:8][O:9][C:10]=2[C:11]([F:14])([F:13])[F:12])[N:3]=[CH:2]1.[CH3:21][O:22][C:23]1[CH:28]=[CH:27][C:26](B(O)O)=[CH:25][CH:24]=1. No catalyst specified. The product is [CH3:21][O:22][C:23]1[CH:28]=[CH:27][C:26]([N:1]2[CH:5]=[C:4]([C:6]3[C:7]([C:15]4[CH:16]=[CH:17][CH:18]=[CH:19][CH:20]=4)=[N:8][O:9][C:10]=3[C:11]([F:14])([F:12])[F:13])[N:3]=[CH:2]2)=[CH:25][CH:24]=1. The yield is 0.650. (3) The reactants are [OH-].[Na+].Br[C:4]([CH3:10])([CH3:9])[C:5]([NH:7][CH3:8])=[O:6].FC(F)(F)C(O)=O.[CH:18]([N:21]1[C:25]([C:26]2[N:35]=[C:34]3[N:28]([CH2:29][CH2:30][O:31][C:32]4[CH:39]=[C:38]([CH:40]5[CH2:45][CH2:44][NH:43][CH2:42][CH2:41]5)[CH:37]=[CH:36][C:33]=43)[CH:27]=2)=[N:24][CH:23]=[N:22]1)([CH3:20])[CH3:19]. The catalyst is [Br-].C([N+](CCCC)(CCCC)CCCC)CCC.C(Cl)Cl. The product is [CH:18]([N:21]1[C:25]([C:26]2[N:35]=[C:34]3[C:33]4[CH:36]=[CH:37][C:38]([CH:40]5[CH2:45][CH2:44][N:43]([C:4]([CH3:10])([CH3:9])[C:5]([NH:7][CH3:8])=[O:6])[CH2:42][CH2:41]5)=[CH:39][C:32]=4[O:31][CH2:30][CH2:29][N:28]3[CH:27]=2)=[N:24][CH:23]=[N:22]1)([CH3:20])[CH3:19]. The yield is 0.410. (4) The reactants are C([NH:9][C:10]([NH:12][C:13]1[CH:18]=[C:17]([Br:19])[CH:16]=[C:15]([O:20][CH2:21][C:22]2[CH:27]=[CH:26][CH:25]=[CH:24][CH:23]=2)[CH:14]=1)=[S:11])(=O)C1C=CC=CC=1.[OH-].[Na+]. The catalyst is C1COCC1.O. The product is [CH2:21]([O:20][C:15]1[CH:14]=[C:13]([NH:12][C:10]([NH2:9])=[S:11])[CH:18]=[C:17]([Br:19])[CH:16]=1)[C:22]1[CH:23]=[CH:24][CH:25]=[CH:26][CH:27]=1. The yield is 0.940. (5) The reactants are [Cl:1][C:2]1[CH:7]=[CH:6][CH:5]=[C:4]([F:8])[C:3]=1[C:9]1[NH:26][C:12]2=[N:13][CH:14]=[C:15](B3OC(C)(C)C(C)(C)O3)[CH:16]=[C:11]2[CH:10]=1.[CH2:27]([N:29]1[C:33](OS(C(F)(F)F)(=O)=O)=[CH:32][C:31]([C:42]2[CH:47]=[N:46][CH:45]=[CH:44][N:43]=2)=[N:30]1)[CH3:28].C(=O)([O-])[O-].[K+].[K+]. The catalyst is O1CCOCC1.O.C1C=CC(P(C2C=CC=CC=2)[C-]2C=CC=C2)=CC=1.C1C=CC(P(C2C=CC=CC=2)[C-]2C=CC=C2)=CC=1.Cl[Pd]Cl.[Fe+2]. The product is [Cl:1][C:2]1[CH:7]=[CH:6][CH:5]=[C:4]([F:8])[C:3]=1[C:9]1[NH:26][C:12]2=[N:13][CH:14]=[C:15]([C:33]3[N:29]([CH2:27][CH3:28])[N:30]=[C:31]([C:42]4[CH:47]=[N:46][CH:45]=[CH:44][N:43]=4)[CH:32]=3)[CH:16]=[C:11]2[CH:10]=1. The yield is 0.368. (6) The reactants are C1C=CC(P(C2C=CC=CC=2)C2C=CC=CC=2)=CC=1.N1C=CN=C1.[I:25]I.[CH2:27]([O:34][C:35]1[C:40]([F:41])=[CH:39][C:38]([F:42])=[CH:37][C:36]=1[CH2:43][CH2:44]O)[C:28]1[CH:33]=[CH:32][CH:31]=[CH:30][CH:29]=1. The catalyst is C(Cl)Cl. The product is [CH2:27]([O:34][C:35]1[C:36]([CH2:43][CH2:44][I:25])=[CH:37][C:38]([F:42])=[CH:39][C:40]=1[F:41])[C:28]1[CH:33]=[CH:32][CH:31]=[CH:30][CH:29]=1. The yield is 0.706. (7) The catalyst is C(#N)C. The product is [OH:1][C:2]1[C:10]([O:11][CH3:12])=[CH:9][C:8]([C:13]2[N:14]([C:24]([O:26][C:27]([CH3:30])([CH3:29])[CH3:28])=[O:25])[C:15]3[C:20]([CH:21]=2)=[CH:19][C:18]([CH2:22][N:34]([CH2:35][CH3:36])[CH2:32][CH3:33])=[CH:17][CH:16]=3)=[C:7]2[C:3]=1[CH2:4][NH:5][C:6]2=[O:31]. The yield is 0.430. The reactants are [OH:1][C:2]1[C:10]([O:11][CH3:12])=[CH:9][C:8]([C:13]2[N:14]([C:24]([O:26][C:27]([CH3:30])([CH3:29])[CH3:28])=[O:25])[C:15]3[C:20]([CH:21]=2)=[CH:19][C:18]([CH:22]=O)=[CH:17][CH:16]=3)=[C:7]2[C:3]=1[CH2:4][NH:5][C:6]2=[O:31].[CH2:32]([NH:34][CH2:35][CH3:36])[CH3:33].C(O)(=O)C.C(O[BH-](OC(=O)C)OC(=O)C)(=O)C.[Na+]. (8) The reactants are C([O:3][C:4](=O)[C:5]([C:18](=[O:25])[C:19]1[CH:24]=[CH:23][CH:22]=[CH:21][CH:20]=1)=[CH:6][NH:7][C:8]1[CH:13]=[CH:12][CH:11]=[CH:10][C:9]=1[C:14]([F:17])([F:16])[F:15])C. The catalyst is C1C=CC(C2C=CC=CC=2)=CC=1.C1C=CC(OC2C=CC=CC=2)=CC=1.CCCCCC. The product is [OH:3][C:4]1[C:13]2[C:8](=[C:9]([C:14]([F:16])([F:15])[F:17])[CH:10]=[CH:11][CH:12]=2)[N:7]=[CH:6][C:5]=1[C:18]([C:19]1[CH:24]=[CH:23][CH:22]=[CH:21][CH:20]=1)=[O:25]. The yield is 0.560.